Dataset: Catalyst prediction with 721,799 reactions and 888 catalyst types from USPTO. Task: Predict which catalyst facilitates the given reaction. (1) Reactant: [C:1]1([CH2:7][O:8][C@H:9]2[CH2:14][CH2:13][CH2:12][CH2:11][C@@H:10]2[NH2:15])[CH:6]=[CH:5][CH:4]=[CH:3][CH:2]=1.O=[C:17]1[CH2:22][CH2:21][N:20]([C@H:23]2[CH2:27][CH2:26][N:25]([C:28]([O:30][C:31]([CH3:34])([CH3:33])[CH3:32])=[O:29])[CH2:24]2)[CH2:19][CH2:18]1.C(O[BH-](OC(=O)C)OC(=O)C)(=O)C.[Na+].C([O-])(O)=O.[Na+]. Product: [C:1]1([CH2:7][O:8][C@H:9]2[CH2:14][CH2:13][CH2:12][CH2:11][C@@H:10]2[NH:15][CH:17]2[CH2:18][CH2:19][N:20]([C@H:23]3[CH2:27][CH2:26][N:25]([C:28]([O:30][C:31]([CH3:34])([CH3:33])[CH3:32])=[O:29])[CH2:24]3)[CH2:21][CH2:22]2)[CH:2]=[CH:3][CH:4]=[CH:5][CH:6]=1. The catalyst class is: 4. (2) Reactant: O/[C:2](/[C:12]1[CH:17]=[CH:16][CH:15]=[CH:14][CH:13]=1)=[C:3](/[C:6]1[CH:11]=[CH:10][CH:9]=[CH:8][CH:7]=1)\[CH:4]=O.CC1C=CC(S(O)(=O)=O)=CC=1.[CH3:29][NH:30][C:31]([NH2:33])=[O:32].C(OCC)C. Product: [CH3:29][N:30]1[C:2]([C:12]2[CH:17]=[CH:16][CH:15]=[CH:14][CH:13]=2)=[C:3]([C:6]2[CH:11]=[CH:10][CH:9]=[CH:8][CH:7]=2)[CH:4]=[N:33][C:31]1=[O:32]. The catalyst class is: 308. (3) Reactant: [Cl:1][C:2]1[CH:7]=[C:6]([Cl:8])[C:5]([O:9][CH3:10])=[CH:4][C:3]=1[NH:11][C:12]1[C:21]2[C:16](=[CH:17][C:18]([C:24]3[CH:28]=[C:27]([CH:29](OCC)[O:30]CC)[O:26][CH:25]=3)=[C:19]([O:22][CH3:23])[CH:20]=2)[N:15]=[CH:14][C:13]=1[C:36]#[N:37].Cl.C(=O)(O)[O-].[Na+]. Product: [Cl:1][C:2]1[CH:7]=[C:6]([Cl:8])[C:5]([O:9][CH3:10])=[CH:4][C:3]=1[NH:11][C:12]1[C:21]2[C:16](=[CH:17][C:18]([C:24]3[CH:28]=[C:27]([CH:29]=[O:30])[O:26][CH:25]=3)=[C:19]([O:22][CH3:23])[CH:20]=2)[N:15]=[CH:14][C:13]=1[C:36]#[N:37]. The catalyst class is: 7.